Dataset: Forward reaction prediction with 1.9M reactions from USPTO patents (1976-2016). Task: Predict the product of the given reaction. (1) Given the reactants [Cl:1][C:2]1[CH:3]=[C:4]([N:22]([C@H:25]2[C@H:29]([O:30][CH2:31][CH3:32])[CH2:28][O:27][CH2:26]2)[CH2:23][CH3:24])[C:5]([CH3:21])=[C:6]([CH:20]=1)[C:7]([NH:9][CH2:10][C:11]1[C:12]([CH3:19])=[N:13][N:14]([CH3:18])[C:15]=1[O:16]C)=[O:8], predict the reaction product. The product is: [Cl:1][C:2]1[CH:3]=[C:4]([N:22]([C@H:25]2[C@H:29]([O:30][CH2:31][CH3:32])[CH2:28][O:27][CH2:26]2)[CH2:23][CH3:24])[C:5]([CH3:21])=[C:6]([CH:20]=1)[C:7]([NH:9][CH2:10][C:11]1[C:15](=[O:16])[N:14]([CH3:18])[NH:13][C:12]=1[CH3:19])=[O:8]. (2) Given the reactants [CH3:1][NH:2][CH2:3][CH2:4][CH:5]([OH:12])[C:6]1[CH:11]=[CH:10][CH:9]=[CH:8][CH:7]=1.Cl, predict the reaction product. The product is: [CH3:1][NH:2][CH2:3][CH2:4][CH:5]([O:12][C:9]1[CH:10]=[CH:11][C:6]([CH3:5])=[CH:7][CH:8]=1)[C:6]1[CH:7]=[CH:8][CH:9]=[CH:10][CH:11]=1. (3) Given the reactants [CH2:1]([NH:3][C:4]([CH2:6][C@@H:7]1[CH2:18][CH2:17][C:16]2[S:15][C:14]3[N:13]=[CH:12][N:11]=[C:10]([O:19][CH:20]4[CH2:25][CH2:24][CH:23]([N:26](C)[C:27](=O)OC(C)(C)C)[CH2:22][CH2:21]4)[C:9]=3[C:8]1=2)=[O:5])[CH3:2].[ClH:35], predict the reaction product. The product is: [ClH:35].[CH2:1]([NH:3][CH:4]([OH:5])[CH2:6][C@@H:7]1[CH2:18][CH2:17][C:16]2[S:15][C:14]3[C:9](=[C:10]([O:19][CH:20]4[CH2:21][CH2:22][CH:23]([NH:26][CH3:27])[CH2:24][CH2:25]4)[N:11]=[CH:12][N:13]=3)[C:8]1=2)[CH3:2]. (4) Given the reactants Cl.[Cl:2][C:3]1[C:8]([NH:9][NH2:10])=[N:7][CH:6]=[CH:5][N:4]=1.[C:11]([N:16]=[C:17]=[S:18])(=[O:15])[O:12][CH2:13][CH3:14].CO, predict the reaction product. The product is: [Cl:2][C:3]1[C:8]([NH:9][NH:10][C:17]([NH:16][C:11](=[O:15])[O:12][CH2:13][CH3:14])=[S:18])=[N:7][CH:6]=[CH:5][N:4]=1. (5) Given the reactants [C:1]([O:5][C:6]([NH:8][C@H:9]([C:11]1[CH:19]=[CH:18][C:14]([C:15]([OH:17])=O)=[C:13]([F:20])[CH:12]=1)[CH3:10])=[O:7])([CH3:4])([CH3:3])[CH3:2].[NH2:21][C@H:22]1[CH2:27][CH2:26][C@H:25]([OH:28])[CH2:24][CH2:23]1.CCN(C(C)C)C(C)C.CN(C(ON1N=NC2C=CC=NC1=2)=[N+](C)C)C.F[P-](F)(F)(F)(F)F, predict the reaction product. The product is: [F:20][C:13]1[CH:12]=[C:11]([C@@H:9]([NH:8][C:6](=[O:7])[O:5][C:1]([CH3:2])([CH3:3])[CH3:4])[CH3:10])[CH:19]=[CH:18][C:14]=1[C:15](=[O:17])[NH:21][C@H:22]1[CH2:27][CH2:26][C@H:25]([OH:28])[CH2:24][CH2:23]1.